Dataset: Full USPTO retrosynthesis dataset with 1.9M reactions from patents (1976-2016). Task: Predict the reactants needed to synthesize the given product. (1) Given the product [OH:11][CH2:10][CH2:9][O:8][C:7]1[C:2]([O:21][CH2:20][CH2:19][NH:18][C:33](=[O:34])[O:35][C:36]([CH3:39])([CH3:38])[CH3:37])=[N:3][CH:4]=[CH:5][CH:6]=1, predict the reactants needed to synthesize it. The reactants are: Cl[C:2]1[C:7]([O:8][CH2:9][CH2:10][O:11]C2CCCCO2)=[CH:6][CH:5]=[CH:4][N:3]=1.[NH2:18][CH2:19][CH2:20][OH:21].CC(C)([O-])C.[K+].C(O)(C)(C)C.[C:33](O[C:33]([O:35][C:36]([CH3:39])([CH3:38])[CH3:37])=[O:34])([O:35][C:36]([CH3:39])([CH3:38])[CH3:37])=[O:34]. (2) Given the product [OH:15][C:14]1[C:7]2=[N:6][C:5]([CH3:16])=[C:4]([CH2:3][CH2:2][Cl:1])[C:9](=[O:10])[N:8]2[CH:11]=[CH:12][CH:13]=1, predict the reactants needed to synthesize it. The reactants are: [Cl:1][CH2:2][CH2:3][C:4]1[C:9](=[O:10])[N:8]2[CH2:11][CH2:12][CH2:13][CH:14]([OH:15])[C:7]2=[N:6][C:5]=1[CH3:16].NC1C=CC=CN=1.[OH-].[NH4+]. (3) Given the product [CH:1]1([C:7]2[CH:41]=[CH:40][C:10]([C:11]([N:13]3[C:19]4[CH:20]=[C:21]([C:24]([OH:26])=[O:25])[CH:22]=[CH:23][C:18]=4[CH2:17][N:16]4[C:28]([C:31]([N:33]5[CH2:34][CH2:35][N:36]([CH3:39])[CH2:37][CH2:38]5)=[O:32])=[CH:29][CH:30]=[C:15]4[CH2:14]3)=[O:12])=[CH:9][CH:8]=2)[CH2:6][CH2:5][CH2:4][CH2:3][CH2:2]1, predict the reactants needed to synthesize it. The reactants are: [CH:1]1([C:7]2[CH:41]=[CH:40][C:10]([C:11]([N:13]3[C:19]4[CH:20]=[C:21]([C:24]([O:26]C)=[O:25])[CH:22]=[CH:23][C:18]=4[CH2:17][N:16]4[C:28]([C:31]([N:33]5[CH2:38][CH2:37][N:36]([CH3:39])[CH2:35][CH2:34]5)=[O:32])=[CH:29][CH:30]=[C:15]4[CH2:14]3)=[O:12])=[CH:9][CH:8]=2)[CH2:6][CH2:5][CH2:4][CH2:3][CH2:2]1.[OH-].[Na+].Cl. (4) Given the product [Cl:5][C:6]1[C:11]([CH2:12][NH:1][CH2:2][CH2:3][OH:4])=[C:10]([NH:14][CH2:15][C:16]2[CH:21]=[CH:20][C:19]([Cl:22])=[CH:18][C:17]=2[Cl:23])[N:9]=[C:8]([S:24][CH3:25])[N:7]=1, predict the reactants needed to synthesize it. The reactants are: [NH2:1][CH2:2][CH2:3][OH:4].[Cl:5][C:6]1[C:11]([CH:12]=O)=[C:10]([NH:14][CH2:15][C:16]2[CH:21]=[CH:20][C:19]([Cl:22])=[CH:18][C:17]=2[Cl:23])[N:9]=[C:8]([S:24][CH3:25])[N:7]=1.C(O[BH-](OC(=O)C)OC(=O)C)(=O)C.[Na+].C(=O)(O)[O-].[Na+]. (5) The reactants are: [Br:1][C:2]1[CH:7]=[CH:6][C:5]([S:8][C:9]2[N:14]=[C:13]([CH3:15])[C:12]([CH:16]=[O:17])=[CH:11][CH:10]=2)=[CH:4][C:3]=1[CH3:18].[BH-](OC(C)=O)(OC(C)=O)OC(C)=O.[Na+]. Given the product [Br:1][C:2]1[CH:7]=[CH:6][C:5]([S:8][C:9]2[N:14]=[C:13]([CH3:15])[C:12]([CH2:16][OH:17])=[CH:11][CH:10]=2)=[CH:4][C:3]=1[CH3:18], predict the reactants needed to synthesize it.